This data is from Reaction yield outcomes from USPTO patents with 853,638 reactions. The task is: Predict the reaction yield, written as a fraction of the theoretical maximum amount of product (1.0 means a 100% yield; for example, 0.34 means a 34% yield). (1) The reactants are [O:1]=[C:2]([C:5]1[CH:10]=[CH:9][CH:8]=[CH:7][CH:6]=1)C=O.[CH:11]([O:18][CH2:19][CH3:20])([O:15][CH2:16][CH3:17])OCC.C1(C)C=CC(S(O)(=O)=O)=CC=1. The catalyst is C(Cl)Cl. The product is [CH2:19]([O:18][CH:11]([O:15][CH2:16][CH3:17])[C:2]([C:5]1[CH:10]=[CH:9][CH:8]=[CH:7][CH:6]=1)=[O:1])[CH3:20]. The yield is 0.672. (2) The reactants are [CH3:1][Si:2]([CH3:19])([CH3:18])[C:3]1[CH:4]=[C:5]([CH2:9][C:10]([P:12](=[O:17])([O:15][CH3:16])[O:13][CH3:14])=[O:11])[CH:6]=[CH:7][CH:8]=1.[CH3:20][O:21][P:22]([O-:25])[O:23][CH3:24].C(NCCCC)CCC.CCCCCC. The catalyst is CCOCC. The product is [CH3:19][Si:2]([CH3:1])([CH3:18])[C:3]1[CH:4]=[C:5]([CH2:9][C:10]([OH:11])([P:22](=[O:25])([O:23][CH3:24])[O:21][CH3:20])[P:12](=[O:17])([O:15][CH3:16])[O:13][CH3:14])[CH:6]=[CH:7][CH:8]=1. The yield is 0.650. (3) The reactants are [CH3:1][O:2][C:3](=[O:15])[C:4]1[CH:9]=[CH:8][C:7]([CH2:10][NH:11][CH:12]=[O:13])=[N:6][C:5]=1Cl.P([O-])([O-])([O-])=O.[K+].[K+].[K+].[F:24][C:25]1[CH:30]=[C:29]([S:31][CH3:32])[CH:28]=[CH:27][C:26]=1[NH2:33].C1(P(C2CCCCC2)C2C=CC=CC=2C2C(OC(C)C)=CC=CC=2OC(C)C)CCCCC1. The catalyst is C1(C)C=CC=CC=1.C1C=CC(/C=C/C(/C=C/C2C=CC=CC=2)=O)=CC=1.C1C=CC(/C=C/C(/C=C/C2C=CC=CC=2)=O)=CC=1.C1C=CC(/C=C/C(/C=C/C2C=CC=CC=2)=O)=CC=1.[Pd].[Pd]. The product is [CH3:1][O:2][C:3](=[O:15])[C:4]1[CH:9]=[CH:8][C:7]([CH2:10][NH:11][CH:12]=[O:13])=[N:6][C:5]=1[NH:33][C:26]1[CH:27]=[CH:28][C:29]([S:31][CH3:32])=[CH:30][C:25]=1[F:24]. The yield is 0.230. (4) The reactants are [NH:1]1[CH2:6][CH2:5][CH2:4][CH2:3][C:2]1=O.[OH-:8].[Na+].[C:10](OC([O-])=O)([O:12][C:13]([CH3:16])([CH3:15])[CH3:14])=[O:11]. The catalyst is O1CCOCC1.O. The product is [O:8]=[C:3]1[CH2:4][CH2:5][CH2:6][N:1]([C:10]([O:12][C:13]([CH3:16])([CH3:15])[CH3:14])=[O:11])[CH2:2]1. The yield is 0.680.